From a dataset of Catalyst prediction with 721,799 reactions and 888 catalyst types from USPTO. Predict which catalyst facilitates the given reaction. (1) Reactant: [CH3:1][C:2]1[CH:3]=[C:4]([C:12]([N:14]2[CH2:19][CH2:18][O:17][CH2:16][CH2:15]2)=[O:13])[CH:5]=[C:6]([CH3:11])[C:7]=1[N+:8]([O-])=O.[H][H]. Product: [NH2:8][C:7]1[C:6]([CH3:11])=[CH:5][C:4]([C:12]([N:14]2[CH2:15][CH2:16][O:17][CH2:18][CH2:19]2)=[O:13])=[CH:3][C:2]=1[CH3:1]. The catalyst class is: 43. (2) Reactant: [Br:1][C:2]1[CH:3]=[C:4]([C:10]2([C:20]3[CH:25]=[CH:24][N:23]=[C:22]([C:26]([F:29])([F:28])[F:27])[CH:21]=3)[C:18]3[C:13](=[N:14][CH:15]=[CH:16][CH:17]=3)[C:12]([NH2:19])=[N:11]2)[CH:5]=[CH:6][C:7]=1[O:8]C.B(Br)(Br)Br. Product: [NH2:19][C:12]1[C:13]2=[N:14][CH:15]=[CH:16][CH:17]=[C:18]2[C:10]([C:4]2[CH:5]=[CH:6][C:7]([OH:8])=[C:2]([Br:1])[CH:3]=2)([C:20]2[CH:25]=[CH:24][N:23]=[C:22]([C:26]([F:29])([F:27])[F:28])[CH:21]=2)[N:11]=1. The catalyst class is: 22. (3) Reactant: [Cl:1][C:2]1[CH:3]=[C:4]([CH:26]=[CH:27][C:28]=1[O:29][CH3:30])[CH2:5][NH:6][C:7]1[C:8]2[C:21]3[CH2:22][CH2:23][CH2:24][CH2:25][C:20]=3[S:19][C:9]=2[N:10]=[C:11]([CH2:13][CH2:14][C:15]([O:17]C)=[O:16])[N:12]=1.[OH-].[Na+].Cl. Product: [Cl:1][C:2]1[CH:3]=[C:4]([CH:26]=[CH:27][C:28]=1[O:29][CH3:30])[CH2:5][NH:6][C:7]1[C:8]2[C:21]3[CH2:22][CH2:23][CH2:24][CH2:25][C:20]=3[S:19][C:9]=2[N:10]=[C:11]([CH2:13][CH2:14][C:15]([OH:17])=[O:16])[N:12]=1. The catalyst class is: 141. (4) Reactant: [CH3:1][O:2][C:3](=[O:9])[C@H:4]([CH:6]([CH3:8])[CH3:7])[NH2:5].CN1CCOCC1.CCN=C=NCCCN(C)C.Cl.[C:29](O)(=[O:36])[C:30]1[CH:35]=[CH:34][CH:33]=[N:32][CH:31]=1. Product: [CH3:1][O:2][C:3](=[O:9])[C:4]([NH2:5])([C:29]([C:30]1[CH:31]=[N:32][CH:33]=[CH:34][CH:35]=1)=[O:36])[CH:6]([CH3:8])[CH3:7]. The catalyst class is: 124. (5) Reactant: O1CCCCC1[O:7][CH:8]([C:40]1[CH:45]=[CH:44][CH:43]=[CH:42][CH:41]=1)[CH2:9][O:10][C:11](=[O:39])[C:12]1[CH:17]=[CH:16][C:15]([O:18][C:19](=[O:38])[C:20]2[CH:25]=[CH:24][CH:23]=[CH:22][C:21]=2[O:26][CH2:27][CH2:28][CH2:29][CH2:30][CH2:31][CH2:32][O:33][C:34](=[O:37])[CH:35]=[CH2:36])=[CH:14][CH:13]=1.C1(C)C=CC(S([O-])(=O)=O)=CC=1.[NH+]1C=CC=CC=1.COC1C=CC(O)=CC=1. Product: [OH:7][CH:8]([C:40]1[CH:41]=[CH:42][CH:43]=[CH:44][CH:45]=1)[CH2:9][O:10][C:11](=[O:39])[C:12]1[CH:13]=[CH:14][C:15]([O:18][C:19](=[O:38])[C:20]2[CH:25]=[CH:24][CH:23]=[CH:22][C:21]=2[O:26][CH2:27][CH2:28][CH2:29][CH2:30][CH2:31][CH2:32][O:33][C:34](=[O:37])[CH:35]=[CH2:36])=[CH:16][CH:17]=1. The catalyst class is: 8. (6) Reactant: [NH:1]1[CH:5]=[CH:4][C:3]([C:6]2[CH:11]=[CH:10][CH:9]=[CH:8][N:7]=2)=[CH:2]1.F[C:13]1[CH:14]=[C:15]([CH:18]=[CH:19][CH:20]=1)[C:16]#[N:17].C(=O)([O-])[O-].[K+].[K+]. Product: [N:7]1[CH:8]=[CH:9][CH:10]=[CH:11][C:6]=1[C:3]1[CH:4]=[CH:5][N:1]([C:13]2[CH:14]=[C:15]([CH:18]=[CH:19][CH:20]=2)[C:16]#[N:17])[CH:2]=1. The catalyst class is: 3.